Predict the reactants needed to synthesize the given product. From a dataset of Full USPTO retrosynthesis dataset with 1.9M reactions from patents (1976-2016). (1) The reactants are: [Br:1][C:2]1[S:6][C:5]([C:7](=[NH:11])OCC)=[C:4]([C:12]2(Cl)[CH:17]=[CH:16][C:15]([Cl:18])=[CH:14][CH2:13]2)[C:3]=1[C:20]#[N:21].[ClH:22].Cl.N[CH:25]([CH2:30][NH2:31])[C:26]([O:28][CH3:29])=[O:27]. Given the product [Br:1][C:2]1[S:6][C:5]([C:7]2[NH:11][CH:25]([C:26]([O:28][CH3:29])=[O:27])[CH2:30][N:31]=2)=[C:4]([C:12]2[CH:13]=[CH:14][C:15]([Cl:18])=[CH:16][C:17]=2[Cl:22])[C:3]=1[C:20]#[N:21], predict the reactants needed to synthesize it. (2) Given the product [CH3:1][N:2]([C:3]1[CH:8]=[CH:7][CH:6]=[CH:5][CH:4]=1)[CH2:10][CH2:11][OH:12], predict the reactants needed to synthesize it. The reactants are: [CH3:1][NH:2][C:3]1[CH:8]=[CH:7][CH:6]=[CH:5][CH:4]=1.I[CH2:10][CH2:11][OH:12].C(N(C(C)C)CC)(C)C. (3) Given the product [CH3:1][O:2][C:3]1[CH:4]=[CH:5][C:6]([CH2:7][N:8]2[CH:17]=[C:16]3[C:10]([CH:11]([CH3:22])[CH2:12][CH2:13][C:14]4[S:20][C:19]([NH:21][C:26]5[N:31]=[C:30]([CH3:32])[CH:29]=[CH:28][N:27]=5)=[N:18][C:15]=43)=[N:9]2)=[CH:23][CH:24]=1, predict the reactants needed to synthesize it. The reactants are: [CH3:1][O:2][C:3]1[CH:24]=[CH:23][C:6]([CH2:7][N:8]2[CH:17]=[C:16]3[C:10]([CH:11]([CH3:22])[CH2:12][CH2:13][C:14]4[S:20][C:19]([NH2:21])=[N:18][C:15]=43)=[N:9]2)=[CH:5][CH:4]=1.Cl[C:26]1[N:31]=[C:30]([CH3:32])[CH:29]=[CH:28][N:27]=1.CC1(C)C2C(=C(P(C3C=CC=CC=3)C3C=CC=CC=3)C=CC=2)OC2C(P(C3C=CC=CC=3)C3C=CC=CC=3)=CC=CC1=2.C([O-])([O-])=O.[Cs+].[Cs+]. (4) Given the product [Br:1][C:2]1[CH:8]=[CH:7][C:5]([NH:6][N:13]=[C:19]2[CH2:20][CH2:21][CH2:22][CH2:23][C:18]2=[O:17])=[C:4]([C:9]([F:10])([F:11])[F:12])[CH:3]=1, predict the reactants needed to synthesize it. The reactants are: [Br:1][C:2]1[CH:8]=[CH:7][C:5]([NH2:6])=[C:4]([C:9]([F:12])([F:11])[F:10])[CH:3]=1.[N:13]([O-])=O.[Na+].[O:17]=[C:18]1[CH2:23][CH2:22][CH2:21][CH2:20][CH:19]1C(O)=O.